From a dataset of Catalyst prediction with 721,799 reactions and 888 catalyst types from USPTO. Predict which catalyst facilitates the given reaction. (1) Reactant: [NH2:1][OH:2].O.[CH3:4][C:5]1[O:9][C:8]([S:10](Cl)(=[O:12])=[O:11])=[CH:7][CH:6]=1.CCCCCC. Product: [OH:2][NH:1][S:10]([C:8]1[O:9][C:5]([CH3:4])=[CH:6][CH:7]=1)(=[O:12])=[O:11]. The catalyst class is: 56. (2) Reactant: C([O-])([O-])=O.[K+].[K+].[Cl:7][C:8]1[CH:13]=[CH:12][C:11]([Cl:14])=[CH:10][C:9]=1[CH2:15][NH2:16].F[C:18]1[CH:19]=[C:20]([CH:23]=[CH:24][C:25]=1[N+:26]([O-:28])=[O:27])[C:21]#[N:22].CCOCC. Product: [Cl:7][C:8]1[CH:13]=[CH:12][C:11]([Cl:14])=[CH:10][C:9]=1[CH2:15][NH:16][C:24]1[CH:23]=[C:20]([CH:19]=[CH:18][C:25]=1[N+:26]([O-:28])=[O:27])[C:21]#[N:22]. The catalyst class is: 20. (3) Reactant: [C:1]([O:9][C@H:10]1[CH2:14][C@@H:13]([OH:15])[CH2:12][C@@H:11]1[C:16]1[N:20]([CH3:21])[N:19]=[CH:18][CH:17]=1)(=[O:8])[C:2]1[CH:7]=[CH:6][CH:5]=[CH:4][CH:3]=1.CC(OI1(OC(C)=O)(OC(C)=O)OC(=O)C2C=CC=CC1=2)=O.C(=O)([O-])O.[Na+]. Product: [C:1]([O:9][C@H:10]1[CH2:14][C:13](=[O:15])[CH2:12][C@@H:11]1[C:16]1[N:20]([CH3:21])[N:19]=[CH:18][CH:17]=1)(=[O:8])[C:2]1[CH:3]=[CH:4][CH:5]=[CH:6][CH:7]=1. The catalyst class is: 4. (4) Reactant: [Cl:1][C:2]1[N:7]=[C:6]([CH2:8][O:9][C:10]2[CH:11]=[C:12]([O:28][C:29]3[CH:34]=[CH:33][C:32]([S:35]([CH3:38])(=[O:37])=[O:36])=[CH:31][CH:30]=3)[CH:13]=[C:14]3[C:18]=2[NH:17][C:16]([C:19]2[S:20][CH:21]([CH2:24][C:25](O)=[O:26])[CH2:22][N:23]=2)=[CH:15]3)[CH:5]=[CH:4][CH:3]=1.Cl.C[N:41](C)CCCN=C=NCC.[NH4+].ON1C2C=CC=CC=2N=N1.CN(C)C=O. Product: [Cl:1][C:2]1[N:7]=[C:6]([CH2:8][O:9][C:10]2[CH:11]=[C:12]([O:28][C:29]3[CH:30]=[CH:31][C:32]([S:35]([CH3:38])(=[O:36])=[O:37])=[CH:33][CH:34]=3)[CH:13]=[C:14]3[C:18]=2[NH:17][C:16]([C:19]2[S:20][CH:21]([CH2:24][C:25]([NH2:41])=[O:26])[CH2:22][N:23]=2)=[CH:15]3)[CH:5]=[CH:4][CH:3]=1. The catalyst class is: 6. (5) Reactant: [F:1][CH:2]([F:44])[C:3]1[C:7](C=O)=[C:6]([N:10]2[CH2:42][CH2:41][C:13]3[N:14]=[C:15]([C:20]4[C:28]([CH3:29])=[CH:27][CH:26]=[C:25]5[C:21]=4[C:22]([CH3:40])=[N:23][N:24]5S(C4C=CC(C)=CC=4)(=O)=O)[N:16]=[C:17]([O:18]C)[C:12]=3[CH2:11]2)[N:5]([CH3:43])[N:4]=1.Cl.C(=O)(O)[O-].[Na+]. Product: [F:44][CH:2]([F:1])[C:3]1[CH:7]=[C:6]([N:10]2[CH2:42][CH2:41][C:13]3[N:14]=[C:15]([C:20]4[C:28]([CH3:29])=[CH:27][CH:26]=[C:25]5[C:21]=4[C:22]([CH3:40])=[N:23][NH:24]5)[N:16]=[C:17]([OH:18])[C:12]=3[CH2:11]2)[N:5]([CH3:43])[N:4]=1. The catalyst class is: 8. (6) Reactant: Br[C:2]1[CH:11]=[C:10]2[C:5]([CH:6]=[N:7][C:8]([NH:12][C:13]3[CH:18]=[CH:17][C:16]([S:19]([NH:22][CH2:23][CH2:24][CH2:25][N:26]4[CH2:30][CH2:29][CH2:28][CH2:27]4)(=[O:21])=[O:20])=[CH:15][CH:14]=3)=[N:9]2)=[CH:4][CH:3]=1.[CH2:31]([N:35]1[CH:39]=[C:38](B2OC(C)(C)C(C)(C)O2)[CH:37]=[N:36]1)[CH:32]([CH3:34])[CH3:33].C(=O)([O-])[O-].[K+].[K+].O. Product: [CH2:31]([N:35]1[CH:39]=[C:38]([C:2]2[CH:11]=[C:10]3[C:5]([CH:6]=[N:7][C:8]([NH:12][C:13]4[CH:18]=[CH:17][C:16]([S:19]([NH:22][CH2:23][CH2:24][CH2:25][N:26]5[CH2:30][CH2:29][CH2:28][CH2:27]5)(=[O:20])=[O:21])=[CH:15][CH:14]=4)=[N:9]3)=[CH:4][CH:3]=2)[CH:37]=[N:36]1)[CH:32]([CH3:34])[CH3:33]. The catalyst class is: 57. (7) Reactant: [OH:1][CH:2]([C:11]1[CH:20]=[CH:19][C:14]2[C:15](=[O:18])[O:16][CH2:17][C:13]=2[C:12]=1[CH3:21])[CH2:3][N:4]1[CH2:9][CH2:8][NH:7][CH2:6][C:5]1=[O:10].[CH3:22][C:23]1[C:31]2[CH2:30][O:29][C:28](=[O:32])[C:27]=2[CH:26]=[CH:25][C:24]=1[C@H:33]1[CH2:35][O:34]1. Product: [OH:34][C@@H:33]([C:24]1[CH:25]=[CH:26][C:27]2[C:28](=[O:32])[O:29][CH2:30][C:31]=2[C:23]=1[CH3:22])[CH2:35][N:7]1[CH2:8][CH2:9][N:4]([CH2:3][CH:2]([OH:1])[C:11]2[CH:20]=[CH:19][C:14]3[C:15](=[O:18])[O:16][CH2:17][C:13]=3[C:12]=2[CH3:21])[C:5](=[O:10])[CH2:6]1. The catalyst class is: 14. (8) Reactant: [NH2:1][C:2]1[N:10]=[C:9]([O:11][CH2:12][CH2:13][CH2:14][CH3:15])[N:8]=[C:7]2[C:3]=1[NH:4][C:5](=[O:36])[N:6]2[CH2:16][CH2:17][CH2:18][N:19]([CH2:24][C:25]1[CH:30]=[CH:29][C:28]([CH2:31][C:32]([O:34][CH3:35])=[O:33])=[CH:27][CH:26]=1)[CH2:20][CH2:21][CH2:22][OH:23].C(N(CC)CC)C.[CH3:44][S:45](Cl)(=[O:47])=[O:46]. Product: [NH2:1][C:2]1[N:10]=[C:9]([O:11][CH2:12][CH2:13][CH2:14][CH3:15])[N:8]=[C:7]2[C:3]=1[NH:4][C:5](=[O:36])[N:6]2[CH2:16][CH2:17][CH2:18][N:19]([CH2:24][C:25]1[CH:26]=[CH:27][C:28]([CH2:31][C:32]([O:34][CH3:35])=[O:33])=[CH:29][CH:30]=1)[CH2:20][CH2:21][CH2:22][O:23][S:45]([CH3:44])(=[O:47])=[O:46]. The catalyst class is: 2. (9) Reactant: [F:1][C:2]1[CH:3]=[C:4]([CH:13]([CH3:17])[C:14]([OH:16])=O)[CH:5]=[N:6][C:7]=1[NH:8][S:9]([CH3:12])(=[O:11])=[O:10].C(N=C=NCCCN(C)C)C.ON1C2C=CC=CC=2N=N1.[CH3:39][CH:40]1[CH2:45][CH2:44][N:43]([C:46]2[C:51]([CH2:52][NH2:53])=[CH:50][CH:49]=[C:48]([C:54]([F:57])([F:56])[F:55])[N:47]=2)[CH2:42][CH2:41]1. Product: [F:1][C:2]1[CH:3]=[C:4]([CH:13]([CH3:17])[C:14]([NH:53][CH2:52][C:51]2[C:46]([N:43]3[CH2:44][CH2:45][CH:40]([CH3:39])[CH2:41][CH2:42]3)=[N:47][C:48]([C:54]([F:57])([F:55])[F:56])=[CH:49][CH:50]=2)=[O:16])[CH:5]=[N:6][C:7]=1[NH:8][S:9]([CH3:12])(=[O:10])=[O:11]. The catalyst class is: 9. (10) Reactant: [C:1]([C:3]1[C:4]([CH2:20][C:21]([NH:23][CH2:24][C:25]2[CH:30]=[C:29]([Cl:31])[CH:28]=[CH:27][C:26]=2[CH2:32][NH2:33])=[O:22])=[N:5][C:6]([NH:9][CH2:10][C:11]([F:19])([F:18])[C:12]2[CH:17]=[CH:16][CH:15]=[CH:14][N:13]=2)=[CH:7][CH:8]=1)#[N:2].C(N(CC)CC)C.[C:41]([O:45][C:46](O[C:46]([O:45][C:41]([CH3:44])([CH3:43])[CH3:42])=[O:47])=[O:47])([CH3:44])([CH3:43])[CH3:42]. Product: [C:1]([C:3]1[C:4]([CH2:20][C:21]([NH:23][CH2:24][C:25]2[CH:30]=[C:29]([Cl:31])[CH:28]=[CH:27][C:26]=2[CH2:32][NH:33][C:46]([O:45][C:41]([CH3:44])([CH3:43])[CH3:42])=[O:47])=[O:22])=[N:5][C:6]([NH:9][CH2:10][C:11]([F:18])([F:19])[C:12]2[CH:17]=[CH:16][CH:15]=[CH:14][N:13]=2)=[CH:7][CH:8]=1)#[N:2]. The catalyst class is: 4.